This data is from Peptide-MHC class II binding affinity with 134,281 pairs from IEDB. The task is: Regression. Given a peptide amino acid sequence and an MHC pseudo amino acid sequence, predict their binding affinity value. This is MHC class II binding data. The peptide sequence is GLVTEFPSTAAAYFR. The MHC is DRB1_0405 with pseudo-sequence DRB1_0405. The binding affinity (normalized) is 0.577.